This data is from Full USPTO retrosynthesis dataset with 1.9M reactions from patents (1976-2016). The task is: Predict the reactants needed to synthesize the given product. (1) Given the product [ClH:37].[NH2:21][C@@H:18]1[CH2:19][CH2:20][N:16]([C:3]2[C:2]([Br:1])=[CH:7][N:6]=[C:5]3[NH:8][CH:9]=[C:10]([NH:11][C:12](=[O:15])[CH2:13][OH:14])[C:4]=23)[CH2:17]1, predict the reactants needed to synthesize it. The reactants are: [Br:1][C:2]1[C:3]([N:16]2[CH2:20][CH2:19][C@@H:18]([NH:21]C(=O)OC(C)(C)C)[CH2:17]2)=[C:4]2[C:10]([NH:11][C:12](=[O:15])[CH2:13][OH:14])=[CH:9][NH:8][C:5]2=[N:6][CH:7]=1.C(O)(C(F)(F)F)=O.C(Cl)[Cl:37]. (2) Given the product [F:20][C:14]1[CH:15]=[C:16]([F:19])[CH:17]=[CH:18][C:13]=1[O:12][C:10]1[CH:9]=[CH:8][C:7]2[C:2]([C:23]3[CH:24]=[C:25]([CH:29]=[CH:30][C:22]=3[CH3:21])[C:26]([NH2:28])=[O:27])=[N:3][N:4]=[CH:5][C:6]=2[N:11]=1, predict the reactants needed to synthesize it. The reactants are: Cl[C:2]1[C:7]2[CH:8]=[CH:9][C:10]([O:12][C:13]3[CH:18]=[CH:17][C:16]([F:19])=[CH:15][C:14]=3[F:20])=[N:11][C:6]=2[CH:5]=[N:4][N:3]=1.[CH3:21][C:22]1[CH:30]=[CH:29][C:25]([C:26]([NH2:28])=[O:27])=[CH:24][C:23]=1B1OC(C)(C)C(C)(C)O1.O.C(=O)([O-])[O-].[Na+].[Na+].[OH-].[Na+]. (3) Given the product [CH3:14][O:15][C:16]1[CH:21]=[CH:20][C:19]([O:22][CH3:23])=[CH:18][C:17]=1[CH2:24][C:3]1[C:4](=[O:5])[CH:6]2[CH:11]([C:12](=[O:13])[C:2]=1[CH3:1])[CH:10]=[CH:9][CH:8]=[CH:7]2, predict the reactants needed to synthesize it. The reactants are: [CH3:1][C:2]1[C:12](=[O:13])[C:11]2[CH:10]=[CH:9][CH:8]=[CH:7][C:6]=2[C:4](=[O:5])[CH:3]=1.[CH3:14][O:15][C:16]1[CH:21]=[CH:20][C:19]([O:22][CH3:23])=[CH:18][C:17]=1[CH2:24]C(O)=O.